The task is: Predict the reaction yield, written as a fraction of the theoretical maximum amount of product (1.0 means a 100% yield; for example, 0.34 means a 34% yield).. This data is from Reaction yield outcomes from USPTO patents with 853,638 reactions. (1) The reactants are Br[C:2]1[CH:3]=[C:4]2[C:9](=[CH:10][CH:11]=1)[N:8]=[CH:7][C:6]([C:12](=[O:14])[CH3:13])=[C:5]2[NH:15][C:16]1[CH:21]=[CH:20][CH:19]=[C:18]([CH2:22][CH2:23][N:24]2[CH2:28][CH2:27][CH2:26][CH2:25]2)[CH:17]=1.[Cl:29][C:30]1[CH:35]=[C:34](B2OC(C)(C)C(C)(C)O2)[CH:33]=[C:32]([Cl:45])[C:31]=1[OH:46].Cl. The catalyst is ClCCl.CO. The product is [ClH:29].[Cl:29][C:30]1[CH:35]=[C:34]([C:2]2[CH:3]=[C:4]3[C:9](=[CH:10][CH:11]=2)[N:8]=[CH:7][C:6]([C:12](=[O:14])[CH3:13])=[C:5]3[NH:15][C:16]2[CH:21]=[CH:20][CH:19]=[C:18]([CH2:22][CH2:23][N:24]3[CH2:28][CH2:27][CH2:26][CH2:25]3)[CH:17]=2)[CH:33]=[C:32]([Cl:45])[C:31]=1[OH:46]. The yield is 0.730. (2) The reactants are [CH2:1]([NH:8][CH2:9][C@@H:10]([C:19]1[CH:28]=[CH:27][C:26]([O:29][CH2:30][C:31]2[CH:36]=[CH:35][CH:34]=[CH:33][CH:32]=2)=[C:25]2[C:20]=1[CH:21]=[CH:22][C:23](=[O:37])[NH:24]2)[O:11][Si:12]([C:15]([CH3:18])([CH3:17])[CH3:16])([CH3:14])[CH3:13])[C:2]1[CH:7]=[CH:6][CH:5]=[CH:4][CH:3]=1.C(O)(=O)C.O=[CH:43][CH2:44][CH2:45][CH2:46][CH2:47][CH2:48][CH2:49][CH2:50][CH2:51][N:52]1[CH2:57][CH2:56][CH:55]([O:58][C:59](=[O:73])[NH:60][C:61]2[CH:66]=[CH:65][CH:64]=[CH:63][C:62]=2[C:67]2[CH:72]=[CH:71][CH:70]=[CH:69][CH:68]=2)[CH2:54][CH2:53]1.C(O[BH-](OC(=O)C)OC(=O)C)(=O)C.[Na+].C(=O)(O)[O-].[Na+]. The catalyst is ClCCl. The product is [CH2:1]([N:8]([CH2:9][C@@H:10]([C:19]1[CH:28]=[CH:27][C:26]([O:29][CH2:30][C:31]2[CH:32]=[CH:33][CH:34]=[CH:35][CH:36]=2)=[C:25]2[C:20]=1[CH:21]=[CH:22][C:23](=[O:37])[NH:24]2)[O:11][Si:12]([C:15]([CH3:18])([CH3:17])[CH3:16])([CH3:14])[CH3:13])[CH2:43][CH2:44][CH2:45][CH2:46][CH2:47][CH2:48][CH2:49][CH2:50][CH2:51][N:52]1[CH2:53][CH2:54][CH:55]([O:58][C:59](=[O:73])[NH:60][C:61]2[CH:66]=[CH:65][CH:64]=[CH:63][C:62]=2[C:67]2[CH:68]=[CH:69][CH:70]=[CH:71][CH:72]=2)[CH2:56][CH2:57]1)[C:2]1[CH:7]=[CH:6][CH:5]=[CH:4][CH:3]=1. The yield is 0.800.